From a dataset of Forward reaction prediction with 1.9M reactions from USPTO patents (1976-2016). Predict the product of the given reaction. (1) The product is: [O:12]([C:3]1[C:2]([Br:1])=[CH:7][C:6]([N+:8]([O-:10])=[O:9])=[CH:5][C:4]=1[Br:11])[S:19]([C:22]([F:25])([F:24])[F:23])(=[O:21])=[O:20]. Given the reactants [Br:1][C:2]1[CH:7]=[C:6]([N+:8]([O-:10])=[O:9])[CH:5]=[C:4]([Br:11])[C:3]=1[OH:12].N1C=CC=CC=1.[S:19](O[S:19]([C:22]([F:25])([F:24])[F:23])(=[O:21])=[O:20])([C:22]([F:25])([F:24])[F:23])(=[O:21])=[O:20], predict the reaction product. (2) Given the reactants [CH2:1]([O:3][C:4](=[O:30])[C:5]1[CH:10]=[CH:9][C:8]([N:11]2[C:19]3[C:14](=[CH:15][CH:16]=[C:17]([O:20][CH2:21][CH2:22][NH2:23])[CH:18]=3)[C:13]([C:24]#[N:25])=[CH:12]2)=[CH:7][C:6]=1[O:26][CH2:27][O:28][CH3:29])[CH3:2].C(N(CC)CC)C.[C:38](Cl)(=[O:40])[CH3:39], predict the reaction product. The product is: [CH2:1]([O:3][C:4](=[O:30])[C:5]1[CH:10]=[CH:9][C:8]([N:11]2[C:19]3[C:14](=[CH:15][CH:16]=[C:17]([O:20][CH2:21][CH2:22][NH:23][C:38](=[O:40])[CH3:39])[CH:18]=3)[C:13]([C:24]#[N:25])=[CH:12]2)=[CH:7][C:6]=1[O:26][CH2:27][O:28][CH3:29])[CH3:2]. (3) The product is: [Cl:22][C:19]1[CH:20]=[CH:21][C:16]([NH:15][C:13](=[O:14])[C:12]2[CH:23]=[C:24]([F:27])[CH:25]=[CH:26][C:11]=2[NH:10][C:8](=[O:9])[C:7]2[CH:28]=[CH:29][C:30]([N:32]3[CH2:37][CH2:36][O:35][CH2:34][CH2:33]3)=[CH:31][C:6]=2[O:5][CH2:4][CH2:3][CH2:2][N:41]([CH3:40])[CH3:38])=[N:17][CH:18]=1. Given the reactants N[CH2:2][CH2:3][CH2:4][O:5][C:6]1[CH:31]=[C:30]([N:32]2[CH2:37][CH2:36][O:35][CH2:34][CH2:33]2)[CH:29]=[CH:28][C:7]=1[C:8]([NH:10][C:11]1[CH:26]=[CH:25][C:24]([F:27])=[CH:23][C:12]=1[C:13]([NH:15][C:16]1[CH:21]=[CH:20][C:19]([Cl:22])=[CH:18][N:17]=1)=[O:14])=[O:9].[CH2:38]=O.[C:40]([BH3-])#[N:41].[Na+].Cl, predict the reaction product. (4) Given the reactants [N:1]1[CH:6]=[CH:5][CH:4]=[C:3]([N:7]2[CH:11]=[C:10]([N:12]3[CH2:17][CH2:16][CH:15]=[CH:14][C:13]3=[O:18])[CH:9]=[N:8]2)[CH:2]=1.[H][H], predict the reaction product. The product is: [N:1]1[CH:6]=[CH:5][CH:4]=[C:3]([N:7]2[CH:11]=[C:10]([N:12]3[CH2:17][CH2:16][CH2:15][CH2:14][C:13]3=[O:18])[CH:9]=[N:8]2)[CH:2]=1.